This data is from Experimentally validated miRNA-target interactions with 360,000+ pairs, plus equal number of negative samples. The task is: Binary Classification. Given a miRNA mature sequence and a target amino acid sequence, predict their likelihood of interaction. (1) The miRNA is hsa-miR-515-5p with sequence UUCUCCAAAAGAAAGCACUUUCUG. The protein sequence of the target gene is MAAGLDSWNSTINGTWEGDELGYKCRFNEDFKYVLLPVSYGVVCVLGLCLNVVALYIFLCRLKTWNASTTYMFHLAVSDSLYAASLPLLVYYYAQGDHWPFSTVLCKLVRFLFYTNLYCSILFLTCISVHRCLGVLRPLHSLSWGHARYARRVAAVVWVLVLACQAPVLYFVTTSVRGTRITCHDTSARELFSHFVAYSSVMLGLLFAVPFSIILVCYVLMARRLLKPAYGTTGLPRAKRKSVRTIALVLAVFALCFLPFHVTRTLYYSFRSLDLSCHTLNAINMAYKITRPLASANSCL.... Result: 0 (no interaction). (2) The miRNA is hsa-miR-5582-5p with sequence UAGGCACACUUAAAGUUAUAGC. The protein sequence of the target gene is MADIQTERAYQKQPTIFQNKKRVLLGETGKEKLPRYYKNIGLGFKTPKEAIEGTYIDKKCPFTGNVSIRGRILSGVVTKMKMQRTIVIRRDYLHYIRKYNRFEKRHKNMSVHLSPCFRDVQIGDIVTVGECRPLSKTVRFNVLKVTKAAGTKKQFQKF. Result: 1 (interaction). (3) The miRNA is hsa-miR-6752-5p with sequence GGGGGGUGUGGAGCCAGGGGGC. The protein sequence of the target gene is MEPPDQCSQYMTSLLSPAVDDEKELQDMNAMVLSLTEEVKEEEEDAQPEPEQGTAAGEKLKSAGAQGGEEKDGGGEEKDGGGAGVPGHLWEGNLEGTSGSDGNVEDSDQSEKEPGQQYSRPQGAVGGLEPGNAQQPNVHAFTPLQLQELECIFQREQFPSEFLRRRLARSMNVTELAVQIWFENRRAKWRRHQRALMARNMLPFMAVGQPVMVTAAEAITAPLFISGMRDDYFWDHSHSSSLCFPMPPFPPPSLPLPLMLLPPMPPAGQAEFGPFPFVIVPSFTFPNV. Result: 1 (interaction). (4) The miRNA is hsa-miR-25-5p with sequence AGGCGGAGACUUGGGCAAUUG. The protein sequence of the target gene is MERKDFETWLDNISVTFLSLTDLQKNETLDHLISLSGAVQLRHLSNNLETLLKRDFLKLLPLELSFYLLKWLDPQTLLTCCLVSKQWNKVISACTEVWQTACKNLGWQIDDSVQDALHWKKVYLKAILRMKQLEDHEAFETSSLIGHSARVYALYYKDGLLCTGSDDLSAKLWDVSTGQCVYGIQTHTCAAVKFDEQKLVTGSFDNTVACWEWSSGARTQHFRGHTGAVFSVDYNDELDILVSGSADFTVKVWALSAGTCLNTLTGHTEWVTKVVLQKCKVKSLLHSPGDYILLSADKYE.... Result: 1 (interaction).